This data is from Full USPTO retrosynthesis dataset with 1.9M reactions from patents (1976-2016). The task is: Predict the reactants needed to synthesize the given product. (1) Given the product [O:16]=[C:17]1[CH2:22][CH2:21][CH:20]([CH2:23][C:24]([O:26][CH2:27][C:28]2[CH:29]=[CH:30][CH:31]=[CH:32][CH:33]=2)=[O:25])[CH2:19][CH2:18]1, predict the reactants needed to synthesize it. The reactants are: CC1C=CC(S(O)(=O)=O)=CC=1.O.O1[C:17]2([CH2:22][CH2:21][CH:20]([CH2:23][C:24]([O:26][CH2:27][C:28]3[CH:33]=[CH:32][CH:31]=[CH:30][CH:29]=3)=[O:25])[CH2:19][CH2:18]2)[O:16]CC1.CC(C)=O.C(=O)(O)[O-].[Na+]. (2) Given the product [Cl:12][C:13]1[CH:18]=[CH:17][C:16]2[N:19]([CH2:2][CH2:3][N:4]3[CH2:9][CH2:8][N:7]([CH3:10])[CH2:6][CH2:5]3)[C:25]3[CH2:26][CH2:27][N:22]([CH3:21])[CH2:23][C:24]=3[C:15]=2[CH:14]=1, predict the reactants needed to synthesize it. The reactants are: Br[CH2:2][CH2:3][N:4]1[CH2:9][CH2:8][N:7]([CH3:10])[CH2:6][CH2:5]1.Cl.[Cl:12][C:13]1[CH:18]=[CH:17][C:16]([NH:19]N)=[CH:15][CH:14]=1.[CH3:21][N:22]1[CH2:27][CH2:26][C:25](=O)[CH2:24][CH2:23]1. (3) The reactants are: NC1(C2C=CC(C3C(=O)C4C(=CC=C(F)C=4)OC=3C3C=CC=CC=3)=CC=2)CCC1.C(OC(=O)[NH:36][C:37]1([C:41]2[CH:46]=[CH:45][C:44]([C:47]3[C:48](=[O:67])[C:49]4[C:54]([O:55][C:56]=3[C:57]3[CH:62]=[CH:61][CH:60]=[CH:59][CH:58]=3)=[C:53]3[NH:63][N:64]=[C:65]([Cl:66])[C:52]3=[CH:51][CH:50]=4)=[CH:43][CH:42]=2)[CH2:40][CH2:39][CH2:38]1)(C)(C)C.C(O)(C(F)(F)F)=O. Given the product [ClH:66].[NH2:36][C:37]1([C:41]2[CH:42]=[CH:43][C:44]([C:47]3[C:48](=[O:67])[C:49]4[C:54]([O:55][C:56]=3[C:57]3[CH:62]=[CH:61][CH:60]=[CH:59][CH:58]=3)=[C:53]3[NH:63][N:64]=[C:65]([Cl:66])[C:52]3=[CH:51][CH:50]=4)=[CH:45][CH:46]=2)[CH2:40][CH2:39][CH2:38]1, predict the reactants needed to synthesize it. (4) Given the product [O:20]1[C:21]2[CH:26]=[CH:25][CH:24]=[CH:23][C:22]=2[C:18]([CH2:17][CH2:16][NH:6][C:5]2[CH:7]=[CH:8][C:9]([C:10]3[O:14][CH:13]=[N:12][CH:11]=3)=[C:3]([O:2][CH3:1])[CH:4]=2)=[N:19]1, predict the reactants needed to synthesize it. The reactants are: [CH3:1][O:2][C:3]1[CH:4]=[C:5]([CH:7]=[CH:8][C:9]=1[C:10]1[O:14][CH:13]=[N:12][CH:11]=1)[NH2:6].Br[CH2:16][CH2:17][C:18]1[C:22]2[CH:23]=[CH:24][CH:25]=[CH:26][C:21]=2[O:20][N:19]=1. (5) Given the product [CH2:42]([C:46]1[O:47][C:48]2[CH:54]=[CH:53][C:52]([NH:11][S:8]([CH3:7])(=[O:10])=[O:9])=[CH:51][C:49]=2[CH:50]=1)[CH2:43][CH2:44][CH3:45], predict the reactants needed to synthesize it. The reactants are: C(=O)([O-])[O-].[Cs+].[Cs+].[CH3:7][S:8]([NH2:11])(=[O:10])=[O:9].C(P(C(C)(C)C)C1C=CC=CC=1C1C(C(C)C)=CC(C(C)C)=CC=1C(C)C)(C)(C)C.[CH2:42]([C:46]1[O:47][C:48]2[CH:54]=[CH:53][C:52](Br)=[CH:51][C:49]=2[CH:50]=1)[CH2:43][CH2:44][CH3:45].BrC(CCCC)C(OCC)=O.